Dataset: Catalyst prediction with 721,799 reactions and 888 catalyst types from USPTO. Task: Predict which catalyst facilitates the given reaction. (1) Reactant: [F:1][C:2]1[CH:3]=[C:4]([CH:14]([CH3:18])[C:15]([OH:17])=O)[CH:5]=[CH:6][C:7]=1[CH2:8][NH:9][S:10]([CH3:13])(=[O:12])=[O:11].[C:19]([C:23]1[CH:24]=[CH:25][C:26]([CH2:36][NH2:37])=[C:27]([C:29]2[CH:34]=[CH:33][CH:32]=[C:31]([CH3:35])[CH:30]=2)[CH:28]=1)([CH3:22])([CH3:21])[CH3:20].CN(C)CCCN=C=NCC.ON1C2C=CC=CC=2N=N1.C(N(CC)CC)C. Product: [C:19]([C:23]1[CH:24]=[CH:25][C:26]([CH2:36][NH:37][C:15](=[O:17])[CH:14]([C:4]2[CH:5]=[CH:6][C:7]([CH2:8][NH:9][S:10]([CH3:13])(=[O:11])=[O:12])=[C:2]([F:1])[CH:3]=2)[CH3:18])=[C:27]([C:29]2[CH:34]=[CH:33][CH:32]=[C:31]([CH3:35])[CH:30]=2)[CH:28]=1)([CH3:22])([CH3:20])[CH3:21]. The catalyst class is: 115. (2) Reactant: [CH:1]1([CH2:6][C@H:7]([CH2:26][C:27](=[O:37])[NH:28][O:29][CH2:30][C:31]2[CH:36]=[CH:35][CH:34]=[CH:33][CH:32]=2)[C:8]([N:10]2[C@H:14]([C:15]([NH:17][C:18]3[CH:23]=[CH:22][CH:21]=[C:20]([CH2:24][CH3:25])[N:19]=3)=[O:16])[CH2:13][CH:12]=[N:11]2)=[O:9])[CH2:5][CH2:4][CH2:3][CH2:2]1.ClC1C=C(C(OO)=[O:46])C=CC=1. Product: [CH:1]1([CH2:6][C@H:7]([CH2:26][C:27](=[O:37])[NH:28][O:29][CH2:30][C:31]2[CH:32]=[CH:33][CH:34]=[CH:35][CH:36]=2)[C:8]([N:10]2[C@H:14]([C:15]([NH:17][C:18]3[CH:23]=[CH:22][CH:21]=[C:20]([CH2:24][CH3:25])[N+:19]=3[O-:46])=[O:16])[CH2:13][CH:12]=[N:11]2)=[O:9])[CH2:5][CH2:4][CH2:3][CH2:2]1. The catalyst class is: 4. (3) Reactant: [CH3:1][O:2][C:3]1[CH:4]=[C:5]([CH:7]=[C:8]([O:10][CH3:11])[CH:9]=1)[NH2:6].[CH3:12][S:13](Cl)(=[O:15])=[O:14]. Product: [CH3:11][O:10][C:8]1[CH:7]=[C:5]([NH:6][S:13]([CH3:12])(=[O:15])=[O:14])[CH:4]=[C:3]([O:2][CH3:1])[CH:9]=1. The catalyst class is: 17. (4) Reactant: N[C:2]1[CH:7]=[CH:6][C:5]([C:8]([OH:17])([C:13]([F:16])([F:15])[F:14])[C:9]([F:12])([F:11])[F:10])=[CH:4][CH:3]=1.N([O-])=O.[Na+].Cl.[I-:23].[K+]. Product: [F:10][C:9]([F:12])([F:11])[C:8]([C:5]1[CH:6]=[CH:7][C:2]([I:23])=[CH:3][CH:4]=1)([OH:17])[C:13]([F:16])([F:15])[F:14]. The catalyst class is: 18. (5) Reactant: [CH3:1][C:2]1[CH:8]=[CH:7][CH:6]=[CH:5][C:3]=1[NH2:4].Br[CH2:10][C:11]1[CH:16]=[CH:15][CH:14]=[C:13]([CH3:17])[C:12]=1[B:18]1[O:22][C:21]([CH3:24])([CH3:23])[C:20]([CH3:26])([CH3:25])[O:19]1.C([O-])([O-])=O.[K+].[K+].O. Product: [CH3:1][C:2]1[CH:8]=[CH:7][CH:6]=[CH:5][C:3]=1[NH:4][CH2:10][C:11]1[CH:16]=[CH:15][CH:14]=[C:13]([CH3:17])[C:12]=1[B:18]1[O:19][C:20]([CH3:26])([CH3:25])[C:21]([CH3:24])([CH3:23])[O:22]1. The catalyst class is: 3. (6) Reactant: [NH2:1][CH2:2][C:3]1[CH:4]=[CH:5][C:6]([N+:13]([O-:15])=[O:14])=[C:7]([CH:12]=1)[C:8]([O:10][CH3:11])=[O:9].CCN(CC)CC.[CH3:23][S:24](Cl)(=[O:26])=[O:25]. Product: [CH3:23][S:24]([NH:1][CH2:2][C:3]1[CH:4]=[CH:5][C:6]([N+:13]([O-:15])=[O:14])=[C:7]([CH:12]=1)[C:8]([O:10][CH3:11])=[O:9])(=[O:26])=[O:25]. The catalyst class is: 2.